From a dataset of Reaction yield outcomes from USPTO patents with 853,638 reactions. Predict the reaction yield, written as a fraction of the theoretical maximum amount of product (1.0 means a 100% yield; for example, 0.34 means a 34% yield). (1) The reactants are [F:1][C:2]1[C:32]([F:33])=[CH:31][C:5]2[NH:6][C:7]([CH2:9][CH:10]3[CH2:15][CH2:14][CH2:13][CH2:12][N:11]3[C:16]([C:18]3[N:19]=[C:20]([CH3:30])[S:21][C:22]=3[C:23]3[CH:28]=[CH:27][C:26]([F:29])=[CH:25][CH:24]=3)=[O:17])=[N:8][C:4]=2[CH:3]=1.[H-].[Na+].I[CH3:37].O. The catalyst is CN(C=O)C.Cl. The product is [F:1][C:2]1[C:32]([F:33])=[CH:31][C:5]2[N:6]([CH3:37])[C:7]([CH2:9][CH:10]3[CH2:15][CH2:14][CH2:13][CH2:12][N:11]3[C:16]([C:18]3[N:19]=[C:20]([CH3:30])[S:21][C:22]=3[C:23]3[CH:28]=[CH:27][C:26]([F:29])=[CH:25][CH:24]=3)=[O:17])=[N:8][C:4]=2[CH:3]=1. The yield is 0.340. (2) The reactants are [OH:1][C@@H:2]1[C:10]2[C:5](=[CH:6][CH:7]=[CH:8][CH:9]=2)[CH2:4][C@@:3]1([CH2:20][C:21]1[CH:29]=[CH:28][C:24]([C:25]([NH2:27])=[O:26])=[CH:23][CH:22]=1)[C:11]1[CH2:12][C:13]2[C:18]([CH:19]=1)=[CH:17][CH:16]=[CH:15][CH:14]=2.C1CCC(N=C=NC2CCCCC2)CC1.C([NH:62][C@H:63]([C:68](O)=[O:69])[CH2:64][CH:65]([CH3:67])[CH3:66])(OCC1C2C(=CC=CC=2)C2C1=CC=CC=2)=O. The catalyst is CN(C1C=CN=CC=1)C.C(OCC)(=O)C. The product is [NH2:62][C@H:63]([C:68]([O:1][C@@H:2]1[C:10]2[C:5](=[CH:6][CH:7]=[CH:8][CH:9]=2)[CH2:4][C@@:3]1([CH2:20][C:21]1[CH:29]=[CH:28][C:24]([C:25](=[O:26])[NH2:27])=[CH:23][CH:22]=1)[C:11]1[CH2:12][C:13]2[C:18]([CH:19]=1)=[CH:17][CH:16]=[CH:15][CH:14]=2)=[O:69])[CH2:64][CH:65]([CH3:67])[CH3:66]. The yield is 0.860.